From a dataset of Full USPTO retrosynthesis dataset with 1.9M reactions from patents (1976-2016). Predict the reactants needed to synthesize the given product. (1) Given the product [CH2:1]([O:3][C:4]([C:6]1[N:10]2[CH:11]=[C:12]([Cl:30])[N:13]([C:14]3[C:19]([CH3:20])=[CH:18][C:17]([CH3:21])=[CH:16][C:15]=3[CH3:22])[C:9]2=[N:8][C:7]=1[C:24]([F:27])([F:26])[F:25])=[O:5])[CH3:2], predict the reactants needed to synthesize it. The reactants are: [CH2:1]([O:3][C:4]([C:6]1[N:10]2[CH2:11][C:12](=O)[N:13]([C:14]3[C:19]([CH3:20])=[CH:18][C:17]([CH3:21])=[CH:16][C:15]=3[CH3:22])[C:9]2=[N:8][C:7]=1[C:24]([F:27])([F:26])[F:25])=[O:5])[CH3:2].P(Cl)(Cl)([Cl:30])=O. (2) Given the product [F:1][C@H:2]1[C@@H:7]([NH:8][C:9]2[CH:16]=[CH:15][C:14]([C:17]3[N:22]=[C:21]([NH:23][C:24]4[CH:29]=[CH:28][C:27]([N:30]5[CH2:31][CH2:32][N:33]([CH:36]6[CH2:39][O:38][CH2:37]6)[CH2:34][CH2:35]5)=[CH:26][CH:25]=4)[N:20]=[CH:19][N:18]=3)=[CH:13][C:10]=2[C:11]#[N:12])[CH2:6][CH2:5][N:4]([C:42](=[O:43])[C@@H:41]([OH:40])[CH3:45])[CH2:3]1, predict the reactants needed to synthesize it. The reactants are: [F:1][C@H:2]1[C@@H:7]([NH:8][C:9]2[CH:16]=[CH:15][C:14]([C:17]3[N:22]=[C:21]([NH:23][C:24]4[CH:29]=[CH:28][C:27]([N:30]5[CH2:35][CH2:34][N:33]([CH:36]6[CH2:39][O:38][CH2:37]6)[CH2:32][CH2:31]5)=[CH:26][CH:25]=4)[N:20]=[CH:19][N:18]=3)=[CH:13][C:10]=2[C:11]#[N:12])[CH2:6][CH2:5][NH:4][CH2:3]1.[OH:40][C@@H:41]([CH3:45])[C:42](O)=[O:43].CN(C(ON1N=NC2C=CC=NC1=2)=[N+](C)C)C.F[P-](F)(F)(F)(F)F.O. (3) Given the product [I:15][C:16]1[CH:17]=[C:18]([CH:21]=[CH:22][CH:23]=1)[CH2:19][O:14][CH2:13][CH:9]1[CH2:8][O:7][C:6]2=[N:5][C:4]([N+:1]([O-:3])=[O:2])=[CH:12][N:11]2[CH2:10]1, predict the reactants needed to synthesize it. The reactants are: [N+:1]([C:4]1[N:5]=[C:6]2[N:11]([CH:12]=1)[CH2:10][CH:9]([CH2:13][OH:14])[CH2:8][O:7]2)([O-:3])=[O:2].[I:15][C:16]1[CH:17]=[C:18]([CH:21]=[CH:22][CH:23]=1)[CH2:19]Br.[H-].[Na+]. (4) Given the product [F:1][C:2]1[CH:3]=[C:4]([C:12]2[CH:17]=[CH:16][C:15]([O:18][CH3:19])=[CH:14][CH:13]=2)[CH:5]=[CH:6][C:7]=1[CH2:8][OH:9], predict the reactants needed to synthesize it. The reactants are: [F:1][C:2]1[CH:3]=[C:4]([C:12]2[CH:17]=[CH:16][C:15]([O:18][CH3:19])=[CH:14][CH:13]=2)[CH:5]=[CH:6][C:7]=1[C:8](OC)=[O:9].[H-].[Al+3].[Li+].[H-].[H-].[H-].[Cl-].[NH4+]. (5) Given the product [CH3:26][C:15]1([CH2:14][N:11]2[CH2:10][CH2:9][N:8]([CH2:6][C:43]([NH:45][C:46]3[CH:47]=[CH:48][C:49]([C:52]([F:53])([F:54])[F:55])=[CH:50][CH:51]=3)=[O:44])[CH2:13][CH2:12]2)[O:19][C:18]2=[N:20][C:21]([N+:23]([O-:25])=[O:24])=[CH:22][N:17]2[CH2:16]1, predict the reactants needed to synthesize it. The reactants are: C(O[C:6]([N:8]1[CH2:13][CH2:12][N:11]([CH2:14][C:15]2([CH3:26])[O:19][C:18]3=[N:20][C:21]([N+:23]([O-:25])=[O:24])=[CH:22][N:17]3[CH2:16]2)[CH2:10][CH2:9]1)=O)(C)(C)C.FC(F)(F)C(O)=O.C(N(CC)CC)C.BrC[C:43]([NH:45][C:46]1[CH:51]=[CH:50][C:49]([C:52]([F:55])([F:54])[F:53])=[CH:48][CH:47]=1)=[O:44].C(=O)([O-])[O-].[K+].[K+].[I-].[Na+]. (6) Given the product [F:48][C:2]([F:1])([F:47])[C:3]1[CH:4]=[C:5]([CH:40]=[C:41]([C:43]([F:44])([F:45])[F:46])[CH:42]=1)[CH2:6][N:7]([CH2:23][C:24]1[CH:29]=[C:28]([C:30]([F:33])([F:32])[F:31])[CH:27]=[CH:26][C:25]=1[NH:34][C@H:35]([CH2:38][OH:39])[CH2:36][CH3:37])[C:8]1[N:9]=[CH:10][C:11]([O:14][CH2:15][CH2:16][CH2:17][C:18]([OH:20])=[O:19])=[CH:12][N:13]=1, predict the reactants needed to synthesize it. The reactants are: [F:1][C:2]([F:48])([F:47])[C:3]1[CH:4]=[C:5]([CH:40]=[C:41]([C:43]([F:46])([F:45])[F:44])[CH:42]=1)[CH2:6][N:7]([CH2:23][C:24]1[CH:29]=[C:28]([C:30]([F:33])([F:32])[F:31])[CH:27]=[CH:26][C:25]=1[NH:34][C@H:35]([CH2:38][OH:39])[CH2:36][CH3:37])[C:8]1[N:13]=[CH:12][C:11]([O:14][CH2:15][CH2:16][CH2:17][C:18]([O:20]CC)=[O:19])=[CH:10][N:9]=1.[OH-].[Na+].C(O)(=O)CC(CC(O)=O)(C(O)=O)O. (7) Given the product [CH3:24][O:1][C:2]1[CH:7]=[C:6]([CH3:8])[O:5][C:4](=[O:9])[C:3]=1[C:10](=[O:23])[CH:11]=[CH:12][C:13]1[CH:18]=[CH:17][CH:16]=[C:15]([O:19][CH2:20][CH:21]=[CH2:22])[CH:14]=1, predict the reactants needed to synthesize it. The reactants are: [OH:1][C:2]1[CH:7]=[C:6]([CH3:8])[O:5][C:4](=[O:9])[C:3]=1[C:10](=[O:23])[CH:11]=[CH:12][C:13]1[CH:18]=[CH:17][CH:16]=[C:15]([O:19][CH2:20][CH:21]=[CH2:22])[CH:14]=1.[C:24]1(P(C2C=CC=CC=2)C2C=CC=CC=2)C=CC=CC=1.CO.N(C(OCC)=O)=NC(OCC)=O. (8) Given the product [CH:11]1([N:8]2[CH:7]=[N:6][C:5]3[C:9]2=[N:10][CH:2]=[N:3][CH:4]=3)[CH2:12][CH2:13][CH2:14][CH2:15]1, predict the reactants needed to synthesize it. The reactants are: Cl[C:2]1[N:10]=[C:9]2[C:5]([N:6]=[CH:7][N:8]2[CH:11]2[CH2:15][CH2:14][CH2:13][CH2:12]2)=[C:4](Cl)[N:3]=1.NC1CCN(CC2C=CC3C(=CC=CC=3)C=2)CC1.